This data is from Peptide-MHC class I binding affinity with 185,985 pairs from IEDB/IMGT. The task is: Regression. Given a peptide amino acid sequence and an MHC pseudo amino acid sequence, predict their binding affinity value. This is MHC class I binding data. (1) The peptide sequence is MTFPVSLEY. The MHC is BoLA-D18.4 with pseudo-sequence BoLA-D18.4. The binding affinity (normalized) is 0.485. (2) The peptide sequence is IIGLLKIFR. The MHC is HLA-B35:01 with pseudo-sequence HLA-B35:01. The binding affinity (normalized) is 0.0847. (3) The binding affinity (normalized) is 0.303. The MHC is HLA-A02:01 with pseudo-sequence HLA-A02:01. The peptide sequence is GRWMLPQGM. (4) The peptide sequence is RLRYNLCKYL. The MHC is HLA-A02:03 with pseudo-sequence HLA-A02:03. The binding affinity (normalized) is 1.00.